Dataset: Forward reaction prediction with 1.9M reactions from USPTO patents (1976-2016). Task: Predict the product of the given reaction. (1) Given the reactants [CH2:1]([O:5][CH2:6][CH2:7][O:8][C:9]1[CH:14]=[CH:13][C:12]([C:15]2[CH:16]=[CH:17][C:18]3[N:24]([CH2:25][CH:26]([CH3:28])[CH3:27])[CH2:23][CH2:22][C:21]([C:29]([NH:31][C:32]4[N:33]=[N:34][C:35]([S:38][CH2:39][C:40]5[N:41]([CH2:45][CH2:46][CH3:47])[CH:42]=[N:43][CH:44]=5)=[CH:36][CH:37]=4)=[O:30])=[CH:20][C:19]=3[CH:48]=2)=[CH:11][CH:10]=1)[CH2:2][CH2:3][CH3:4].ClC1C=CC=C(C(OO)=[O:57])C=1.S([O-])([O-])(=O)=S.[Na+].[Na+], predict the reaction product. The product is: [CH2:1]([O:5][CH2:6][CH2:7][O:8][C:9]1[CH:14]=[CH:13][C:12]([C:15]2[CH:16]=[CH:17][C:18]3[N:24]([CH2:25][CH:26]([CH3:27])[CH3:28])[CH2:23][CH2:22][C:21]([C:29]([NH:31][C:32]4[N:33]=[N:34][C:35]([S:38]([CH2:39][C:40]5[N:41]([CH2:45][CH2:46][CH3:47])[CH:42]=[N:43][CH:44]=5)=[O:57])=[CH:36][CH:37]=4)=[O:30])=[CH:20][C:19]=3[CH:48]=2)=[CH:11][CH:10]=1)[CH2:2][CH2:3][CH3:4]. (2) Given the reactants [Br:1][C:2]1[CH:3]=[C:4]([OH:9])[CH:5]=[C:6]([Br:8])[CH:7]=1.[CH:10]1([CH2:15]O)[CH2:14][CH2:13][CH2:12][CH2:11]1.C(P(CCCC)CCCC)CCC.N(C(N1CCCCC1)=O)=NC(N1CCCCC1)=O, predict the reaction product. The product is: [Br:1][C:2]1[CH:3]=[C:4]([O:9][CH2:15][CH:10]2[CH2:14][CH2:13][CH2:12][CH2:11]2)[CH:5]=[C:6]([Br:8])[CH:7]=1. (3) Given the reactants [Br:1][C:2]1[CH:7]=[CH:6][C:5]([C:8]([OH:11])([CH3:10])[CH3:9])=[CH:4][C:3]=1[CH3:12].[Br:13]N1C(=O)CCC1=O.C(OOC(=O)C1C=CC=CC=1)(=O)C1C=CC=CC=1, predict the reaction product. The product is: [Br:1][C:2]1[CH:7]=[CH:6][C:5]([C:8]([OH:11])([CH3:9])[CH3:10])=[CH:4][C:3]=1[CH2:12][Br:13].